This data is from Full USPTO retrosynthesis dataset with 1.9M reactions from patents (1976-2016). The task is: Predict the reactants needed to synthesize the given product. (1) Given the product [Cl:1][C:2]1[CH:3]=[C:4]([C@@H:8]([C@@H:9]2[CH2:14][CH2:13][CH2:12][NH:11][CH2:10]2)[O:22][CH2:23][CH2:24][NH:25][C:26](=[O:27])[O:28][CH3:29])[CH:5]=[CH:6][CH:7]=1.[C:30]([OH:36])([C:32]([F:35])([F:34])[F:33])=[O:31], predict the reactants needed to synthesize it. The reactants are: [Cl:1][C:2]1[CH:3]=[C:4]([C@H:8]([O:22][CH2:23][CH2:24][NH:25][C:26]([O:28][CH3:29])=[O:27])[C@@H:9]2[CH2:14][CH2:13][CH2:12][N:11](C(OC(C)(C)C)=O)[CH2:10]2)[CH:5]=[CH:6][CH:7]=1.[C:30]([OH:36])([C:32]([F:35])([F:34])[F:33])=[O:31].C(Cl)Cl. (2) Given the product [CH3:12][CH:11]([CH3:16])[C:8]#[C:9][C:2]1[CH:7]=[CH:6][CH:5]=[CH:4][N:3]=1, predict the reactants needed to synthesize it. The reactants are: Br[C:2]1[CH:7]=[CH:6][CH:5]=[CH:4][N:3]=1.[CH:8]([C:11]([CH:16](C)C)(NCC)[CH3:12])(C)[CH3:9].CC(C)C#C. (3) The reactants are: [NH:1]1[C:9]2[C:4](=[CH:5][CH:6]=[CH:7][CH:8]=2)[C:3]([C@H:10]([CH3:30])[C@@H:11]([NH:15][C:16]([N:18]2[CH2:23][CH2:22][CH:21]([C:24]3[CH:29]=[CH:28][CH:27]=[CH:26][CH:25]=3)[CH2:20][CH2:19]2)=[O:17])[C:12](O)=[O:13])=[CH:2]1.Cl.Cl.[O:33]1[C:38]2[CH:39]=[CH:40][C:41]([CH2:43][N:44]([CH3:46])[CH3:45])=[CH:42][C:37]=2[NH:36][CH2:35][CH2:34]1.F[P-](F)(F)(F)(F)F.N1(OC(N(C)C)=[N+](C)C)C2N=CC=CC=2N=N1.C(N(CC)C(C)C)(C)C.C(=O)([O-])O.[Na+]. Given the product [CH3:46][N:44]([CH2:43][C:41]1[CH:40]=[CH:39][C:38]2[O:33][CH2:34][CH2:35][N:36]([C:12]([C@H:11]([NH:15][C:16]([N:18]3[CH2:19][CH2:20][CH:21]([C:24]4[CH:29]=[CH:28][CH:27]=[CH:26][CH:25]=4)[CH2:22][CH2:23]3)=[O:17])[C@H:10]([C:3]3[C:4]4[C:9](=[CH:8][CH:7]=[CH:6][CH:5]=4)[NH:1][CH:2]=3)[CH3:30])=[O:13])[C:37]=2[CH:42]=1)[CH3:45], predict the reactants needed to synthesize it. (4) Given the product [N:1]([C:4]1[CH:9]=[CH:8][C:7]([CH2:10][Br:11])=[CH:6][CH:5]=1)=[N+:2]=[N-:3], predict the reactants needed to synthesize it. The reactants are: [N:1]([C:4]1[CH:9]=[CH:8][C:7]([CH3:10])=[CH:6][CH:5]=1)=[N+:2]=[N-:3].[Br:11]N1C(=O)CCC1=O.N(C(C)(C)C#N)=NC(C)(C)C#N.O. (5) The reactants are: Br[C:2]1[CH:7]=[CH:6][C:5]([N:8]([C:16]2[CH:21]=[CH:20][C:19](Br)=[CH:18][CH:17]=2)[C:9]2[CH:14]=[CH:13][C:12](Br)=[CH:11][CH:10]=2)=[CH:4][CH:3]=1.[CH3:23][O:24][C:25]1[CH:30]=[CH:29][C:28](B2OC(C)(C)C(C)(C)O2)=[CH:27][CH:26]=1.[C:40](=[O:43])([O-])[O-].[K+].[K+]. Given the product [CH3:23][O:24][C:25]1[CH:30]=[CH:29][C:28]([C:2]2[CH:7]=[CH:6][C:5]([N:8]([C:16]3[CH:21]=[CH:20][C:19]([C:28]4[CH:27]=[CH:26][C:25]([O:24][CH3:23])=[CH:30][CH:29]=4)=[CH:18][CH:17]=3)[C:9]3[CH:14]=[CH:13][C:12]([C:2]4[CH:7]=[CH:6][C:5]([O:43][CH3:40])=[CH:4][CH:3]=4)=[CH:11][CH:10]=3)=[CH:4][CH:3]=2)=[CH:27][CH:26]=1, predict the reactants needed to synthesize it. (6) Given the product [C:5]([S:7][C:8]1[CH:9]=[C:10]([O:14][CH3:15])[CH:11]=[CH:12][C:13]=1[C:18](=[O:30])[CH2:19][C:20]1[CH:21]=[CH:22][C:23]([C:24]([O:26][CH3:27])=[O:25])=[CH:28][CH:29]=1)(=[O:16])[CH3:6], predict the reactants needed to synthesize it. The reactants are: [Cl-].[Cl-].[Cl-].[Al+3].[C:5](=[O:16])([S:7][C:8]1[CH:13]=[CH:12][CH:11]=[C:10]([O:14][CH3:15])[CH:9]=1)[CH3:6].Cl[C:18](=[O:30])[CH2:19][C:20]1[CH:29]=[CH:28][C:23]([C:24]([O:26][CH3:27])=[O:25])=[CH:22][CH:21]=1.Cl. (7) Given the product [CH2:19]([NH:21][C:22]([C:24]1[CH:29]=[CH:28][C:27]([C:9]2[CH:10]=[C:11]3[CH:17]=[CH:16][NH:15][C:12]3=[N:13][CH:14]=2)=[CH:26][N:25]=1)=[O:23])[CH3:20], predict the reactants needed to synthesize it. The reactants are: CC1(C)C(C)(C)OB([C:9]2[CH:10]=[C:11]3[CH:17]=[CH:16][NH:15][C:12]3=[N:13][CH:14]=2)O1.[CH2:19]([NH:21][C:22]([C:24]1[CH:29]=[CH:28][C:27](Br)=[CH:26][N:25]=1)=[O:23])[CH3:20].O. (8) Given the product [NH2:7][CH2:8][CH2:9][C:10]([NH:11][CH3:12])=[O:13].[C:17]([OH:19])([C:16]([F:21])([F:20])[F:15])=[O:18], predict the reactants needed to synthesize it. The reactants are: C(OC(=O)[NH:7][CH2:8][CH2:9][C:10](=[O:13])[NH:11][CH3:12])(C)(C)C.[F:15][C:16]([F:21])([F:20])[C:17]([OH:19])=[O:18].